Dataset: Full USPTO retrosynthesis dataset with 1.9M reactions from patents (1976-2016). Task: Predict the reactants needed to synthesize the given product. (1) The reactants are: [C:1]([C:3]([C:6]1[CH:7]=[C:8]([CH:12]=[CH:13][CH:14]=1)[C:9]([OH:11])=O)([CH3:5])[CH3:4])#[N:2].[Br:15][C:16]1[CH:17]=[C:18]([CH:20]=[CH:21][C:22]=1[CH3:23])[NH2:19].CN(C(ON1N=NC2C=CC=NC1=2)=[N+](C)C)C.F[P-](F)(F)(F)(F)F.C(N(CC)C(C)C)(C)C. Given the product [Br:15][C:16]1[CH:17]=[C:18]([NH:19][C:9](=[O:11])[C:8]2[CH:12]=[CH:13][CH:14]=[C:6]([C:3]([C:1]#[N:2])([CH3:4])[CH3:5])[CH:7]=2)[CH:20]=[CH:21][C:22]=1[CH3:23], predict the reactants needed to synthesize it. (2) Given the product [Cl:3][C:7]1[NH:11][C:10]2[CH:12]=[CH:13][CH:14]=[C:15]([C:16]([O:18][CH3:19])=[O:17])[C:9]=2[N:8]=1, predict the reactants needed to synthesize it. The reactants are: P(Cl)(Cl)([Cl:3])=O.O=[C:7]1[NH:11][C:10]2[CH:12]=[CH:13][CH:14]=[C:15]([C:16]([O:18][CH3:19])=[O:17])[C:9]=2[NH:8]1.O.C(=O)(O)[O-].[Na+]. (3) Given the product [CH3:1][O:2][C:3](=[O:27])[C@@H:4]([NH:10][C:11]([C:13]1[CH:18]=[CH:17][C:16]([C:19]2[CH:24]=[CH:23][C:22]([CH2:25][CH3:26])=[CH:21][CH:20]=2)=[CH:15][CH:14]=1)=[O:12])[C@H:5]([NH2:7])[CH3:6], predict the reactants needed to synthesize it. The reactants are: [CH3:1][O:2][C:3](=[O:27])[C@@H:4]([NH:10][C:11]([C:13]1[CH:18]=[CH:17][C:16]([C:19]2[CH:24]=[CH:23][C:22]([CH2:25][CH3:26])=[CH:21][CH:20]=2)=[CH:15][CH:14]=1)=[O:12])[C@H:5]([N:7]=[N+]=[N-])[CH3:6].